This data is from Reaction yield outcomes from USPTO patents with 853,638 reactions. The task is: Predict the reaction yield, written as a fraction of the theoretical maximum amount of product (1.0 means a 100% yield; for example, 0.34 means a 34% yield). (1) The reactants are [S:1]1[CH:5]=[CH:4][CH:3]=[C:2]1[S:6]([NH:9][C:10]1[CH:11]=[CH:12][CH:13]=[C:14]2[C:18]=1[NH:17][C:16]([C:19]([O:21]CC)=[O:20])=[CH:15]2)(=[O:8])=[O:7].[OH-].[Na+].O1CCCC1. The catalyst is C(O)C. The product is [S:1]1[CH:5]=[CH:4][CH:3]=[C:2]1[S:6]([NH:9][C:10]1[CH:11]=[CH:12][CH:13]=[C:14]2[C:18]=1[NH:17][C:16]([C:19]([OH:21])=[O:20])=[CH:15]2)(=[O:8])=[O:7]. The yield is 0.970. (2) The reactants are [Cl:1][C:2]1[C:7]([Cl:8])=[C:6]([Cl:9])[N:5]=[C:4]([C:10]([O:12][CH3:13])=[O:11])[CH:3]=1.C(O)[C:15]1[CH:20]=[CH:19][CH:18]=[CH:17][CH:16]=1. The catalyst is CC(C)[O-].[Ti+4].CC(C)[O-].CC(C)[O-].CC(C)[O-]. The product is [Cl:1][C:2]1[C:7]([Cl:8])=[C:6]([Cl:9])[N:5]=[C:4]([C:10]([O:12][CH2:13][C:15]2[CH:20]=[CH:19][CH:18]=[CH:17][CH:16]=2)=[O:11])[CH:3]=1. The yield is 0.940. (3) The reactants are [N+:1]([C:4]1[CH:9]=[CH:8][C:7]([NH:10][C:11](=[O:25])[C:12]2[CH:17]=[CH:16][CH:15]=[C:14]([NH:18][C:19]3[CH:24]=[CH:23][N:22]=[CH:21][CH:20]=3)[CH:13]=2)=[CH:6][CH:5]=1)([O-:3])=[O:2].[CH3:26][O:27][S:28]([C:31]1[CH:36]=[CH:35][C:34]([CH3:37])=[CH:33][CH:32]=1)(=[O:30])=[O:29]. The catalyst is CN(C=O)C. The product is [CH3:37][C:34]1[CH:33]=[CH:32][C:31]([S:28]([O-:30])(=[O:29])=[O:27])=[CH:36][CH:35]=1.[CH3:26][N+:22]1[CH:21]=[CH:20][C:19]([NH:18][C:14]2[CH:15]=[CH:16][CH:17]=[C:12]([C:11]([NH:10][C:7]3[CH:6]=[CH:5][C:4]([N+:1]([O-:3])=[O:2])=[CH:9][CH:8]=3)=[O:25])[CH:13]=2)=[CH:24][CH:23]=1. The yield is 0.970. (4) The reactants are C(OC([N:8]1[CH2:13][CH2:12][N:11]([C:14]2[CH:15]=[N:16][C:17]([NH:20][C:21]3[N:30]=[CH:29][C:28]4[N:27]=[C:26]([CH3:31])[C:25](=[O:32])[N:24]([CH:33]5[CH2:37][CH2:36][CH2:35][CH2:34]5)[C:23]=4[N:22]=3)=[CH:18][CH:19]=2)[CH2:10][CH2:9]1)=O)(C)(C)C.FC(F)(F)C(O)=O. The catalyst is C(Cl)Cl. The product is [CH:33]1([N:24]2[C:23]3[N:22]=[C:21]([NH:20][C:17]4[CH:18]=[CH:19][C:14]([N:11]5[CH2:10][CH2:9][NH:8][CH2:13][CH2:12]5)=[CH:15][N:16]=4)[N:30]=[CH:29][C:28]=3[N:27]=[C:26]([CH3:31])[C:25]2=[O:32])[CH2:37][CH2:36][CH2:35][CH2:34]1. The yield is 0.935.